This data is from Forward reaction prediction with 1.9M reactions from USPTO patents (1976-2016). The task is: Predict the product of the given reaction. (1) Given the reactants [NH:1]([C:6]([O:8][C:9]([CH3:12])([CH3:11])[CH3:10])=[O:7])[CH2:2][C:3]([OH:5])=[O:4].F[P-](F)(F)(F)(F)F.N1(O[P+](N(C)C)(N(C)C)N(C)C)C2C=CC=CC=2N=N1.CCN(C(C)C)C(C)C.Cl.[CH3:50][O:51][NH:52][CH3:53], predict the reaction product. The product is: [NH:1]([C:6]([O:8][C:9]([CH3:12])([CH3:11])[CH3:10])=[O:7])[CH2:2][C:3]([OH:5])=[O:4].[CH3:50][O:51][N-:52][CH3:53]. (2) Given the reactants [Cl:1][C:2]1[CH:3]=[CH:4][C:5]2[C:6]3[CH2:14][N:13]([CH3:15])[CH2:12][CH2:11][C:7]=3[NH:8][C:9]=2[CH:10]=1.N1CCC[C@H]1C(O)=O.P([O-])([O-])([O-])=O.[K+].[K+].[K+].Br[CH:33]=[C:34]([C:36]1[CH:41]=[CH:40][C:39]([F:42])=[CH:38][CH:37]=1)[CH3:35], predict the reaction product. The product is: [Cl:1][C:2]1[CH:3]=[CH:4][C:5]2[C:6]3[CH2:14][N:13]([CH3:15])[CH2:12][CH2:11][C:7]=3[N:8](/[CH:33]=[C:34](/[C:36]3[CH:41]=[CH:40][C:39]([F:42])=[CH:38][CH:37]=3)\[CH3:35])[C:9]=2[CH:10]=1. (3) The product is: [CH3:16][O:15][C:14]1[CH:13]=[CH:12][C:11]([C:17]([F:20])([F:19])[F:18])=[C:7]2[C:6]=1[N:5]=[CH:4][NH:10][C:8]2=[O:9]. Given the reactants CN(/[CH:4]=[N:5]/[C:6]1[C:14]([O:15][CH3:16])=[CH:13][CH:12]=[C:11]([C:17]([F:20])([F:19])[F:18])[C:7]=1[C:8]([NH2:10])=[O:9])C.C([O-])(C)(C)C.[K+], predict the reaction product. (4) Given the reactants C([O:8][C:9]1[CH:14]=[CH:13][C:12]([N:15]([C:46]2[CH:51]=[CH:50][CH:49]=[CH:48][CH:47]=2)[C:16]([C:18]2[CH:22]=[C:21]([CH3:23])[N:20]([C:24]3[CH:29]=[CH:28][CH:27]=[CH:26][C:25]=3[C:30]([N:32]3[C@H:41]([CH2:42][N:43]([CH3:45])[CH3:44])[CH2:40][C:39]4[C:34](=[CH:35][CH:36]=[CH:37][CH:38]=4)[CH2:33]3)=[O:31])[CH:19]=2)=[O:17])=[CH:11][CH:10]=1)C1C=CC=CC=1.C1CCCCC=1, predict the reaction product. The product is: [CH3:44][N:43]([CH2:42][C@@H:41]1[CH2:40][C:39]2[C:34](=[CH:35][CH:36]=[CH:37][CH:38]=2)[CH2:33][N:32]1[C:30]([C:25]1[CH:26]=[CH:27][CH:28]=[CH:29][C:24]=1[N:20]1[C:21]([CH3:23])=[CH:22][C:18]([C:16]([N:15]([C:12]2[CH:11]=[CH:10][C:9]([OH:8])=[CH:14][CH:13]=2)[C:46]2[CH:47]=[CH:48][CH:49]=[CH:50][CH:51]=2)=[O:17])=[CH:19]1)=[O:31])[CH3:45]. (5) Given the reactants [OH:1][C:2]([C:11]1[CH:16]=[CH:15][CH:14]=[CH:13][CH:12]=1)([C:6]1[S:7][CH:8]=[CH:9][CH:10]=1)[C:3]([OH:5])=[O:4].CS(O[CH2:22][CH:23]1[CH:28]2[CH:24]1[CH2:25][N:26]([CH2:29][C:30]1[CH:35]=[CH:34][CH:33]=[CH:32][CH:31]=1)[CH2:27]2)(=O)=O.N12CCCN=C1CCCCC2, predict the reaction product. The product is: [OH:1][C:2]([C:11]1[CH:16]=[CH:15][CH:14]=[CH:13][CH:12]=1)([C:6]1[S:7][CH:8]=[CH:9][CH:10]=1)[C:3]([O:5][CH2:22][CH:23]1[CH:28]2[CH:24]1[CH2:25][N:26]([CH2:29][C:30]1[CH:35]=[CH:34][CH:33]=[CH:32][CH:31]=1)[CH2:27]2)=[O:4]. (6) The product is: [F:1][C:2]([F:11])([F:12])[C:3]1[CH:10]=[CH:9][CH:8]=[CH:7][C:4]=1[CH2:5][NH:6][C:28]([C:24]1[S:23][C:22]([NH:21][C:13](=[O:20])[C:14]2[CH:15]=[CH:16][CH:17]=[CH:18][CH:19]=2)=[N:26][C:25]=1[CH3:27])=[O:29]. Given the reactants [F:1][C:2]([F:12])([F:11])[C:3]1[CH:10]=[CH:9][CH:8]=[CH:7][C:4]=1[CH2:5][NH2:6].[C:13]([NH:21][C:22]1[S:23][C:24]([C:28](Cl)=[O:29])=[C:25]([CH3:27])[N:26]=1)(=[O:20])[C:14]1[CH:19]=[CH:18][CH:17]=[CH:16][CH:15]=1, predict the reaction product. (7) Given the reactants Cl.[CH3:2][O:3][C:4]1[CH:16]=[CH:15][C:7]([CH2:8][C@@H:9]([C:11]([O:13][CH3:14])=[O:12])[NH2:10])=[CH:6][CH:5]=1.C(N(CC)CC)C.[F:24][C:25]1[CH:35]=[CH:34][CH:33]=[CH:32][C:26]=1[CH:27]=[CH:28][C:29](O)=[O:30].CCN=C=NCCCN(C)C.Cl, predict the reaction product. The product is: [F:24][C:25]1[CH:35]=[CH:34][CH:33]=[CH:32][C:26]=1[CH:27]=[CH:28][C:29]([NH:10][C@H:9]([C:11]([O:13][CH3:14])=[O:12])[CH2:8][C:7]1[CH:6]=[CH:5][C:4]([O:3][CH3:2])=[CH:16][CH:15]=1)=[O:30]. (8) Given the reactants [CH3:1][C:2]1[CH:3]=[C:4]2[C:9](=[CH:10][CH:11]=1)[N:8]=[C:7]([NH:12][CH3:13])[C:6]([CH:14]=[O:15])=[CH:5]2.[BH4-].[Na+], predict the reaction product. The product is: [CH3:1][C:2]1[CH:3]=[C:4]2[C:9](=[CH:10][CH:11]=1)[N:8]=[C:7]([NH:12][CH3:13])[C:6]([CH2:14][OH:15])=[CH:5]2. (9) Given the reactants [N:1]1([C:5]([C:7]2[CH:37]=[CH:36][C:10]([O:11][C:12]3[CH:13]=[C:14]([CH:25]=[C:26]([O:28][C@H:29]4[CH2:33][CH2:32][N:31]([CH3:34])[C:30]4=[O:35])[CH:27]=3)[C:15]([NH:17][C:18]3[CH:23]=[N:22][C:21]([CH3:24])=[CH:20][N:19]=3)=[O:16])=[C:9](Cl)[CH:8]=2)=[O:6])[CH2:4][CH2:3][CH2:2]1, predict the reaction product. The product is: [N:1]1([C:5]([C:7]2[CH:37]=[CH:36][C:10]([O:11][C:12]3[CH:13]=[C:14]([CH:25]=[C:26]([O:28][C@H:29]4[CH2:33][CH2:32][N:31]([CH3:34])[C:30]4=[O:35])[CH:27]=3)[C:15]([NH:17][C:18]3[CH:23]=[N:22][C:21]([CH3:24])=[CH:20][N:19]=3)=[O:16])=[CH:9][CH:8]=2)=[O:6])[CH2:4][CH2:3][CH2:2]1.